Dataset: Full USPTO retrosynthesis dataset with 1.9M reactions from patents (1976-2016). Task: Predict the reactants needed to synthesize the given product. (1) Given the product [N:13]1([S:9]([C:6]2[CH:7]=[CH:8][C:3]([C:1]#[N:2])=[CH:4][CH:5]=2)(=[O:11])=[O:10])[CH2:18][CH2:17][CH2:16][CH2:15][CH2:14]1, predict the reactants needed to synthesize it. The reactants are: [C:1]([C:3]1[CH:8]=[CH:7][C:6]([S:9](Cl)(=[O:11])=[O:10])=[CH:5][CH:4]=1)#[N:2].[NH:13]1[CH2:18][CH2:17][CH2:16][CH2:15][CH2:14]1.C(N(CC)CC)C. (2) Given the product [CH2:28]([O:27][P:26]([CH2:31][CH2:32][N:33]1[CH2:43][C:42]([C:40](=[O:41])[N:39]([CH2:38][C:37]2[CH:51]=[CH:52][C:53]([Cl:54])=[C:35]([Cl:34])[CH:36]=2)[CH3:50])=[C:46]([OH:47])[C:45]1=[O:48])(=[O:30])[O:25][CH2:23][CH3:24])[CH3:29], predict the reactants needed to synthesize it. The reactants are: COC(=O)C(O)=CC(=O)N(CC1C=CC(Cl)=C(Cl)C=1)C.C=O.[CH2:23]([O:25][P:26]([CH2:31][CH2:32][NH2:33])(=[O:30])[O:27][CH2:28][CH3:29])[CH3:24].[Cl:34][C:35]1[CH:36]=[C:37]([CH:51]=[CH:52][C:53]=1[Cl:54])[CH2:38][N:39]([CH3:50])[C:40]([C:42]1[CH2:43]N(C)[C:45](=[O:48])[C:46]=1[OH:47])=[O:41]. (3) Given the product [F:26][C:27]1[CH:28]=[C:29]([N+:34]([O-:36])=[O:35])[CH:30]=[CH:31][C:32]=1[N:19]1[CH2:24][CH2:23][O:22][CH2:21][CH2:20]1, predict the reactants needed to synthesize it. The reactants are: CC(NC[C@@H]1OC(=O)N(C2C=CC([N:19]3[CH2:24][CH2:23][O:22][CH2:21][CH2:20]3)=C(F)C=2)C1)=O.[OH-].[F:26][C:27]1[CH:28]=[C:29]([N+:34]([O-:36])=[O:35])[CH:30]=[CH:31][C:32]=1F.N1CCOCC1. (4) The reactants are: [NH2:1][C:2]1[CH:3]=[C:4]2[C:9](=[CH:10][CH:11]=1)[N:8]=[CH:7][C:6]([C:12]#[N:13])=[C:5]2[NH:14][C:15]1[CH:20]=[CH:19][C:18]([F:21])=[C:17]([Cl:22])[CH:16]=1.[CH:23]([C:25]1[CH:26]=[C:27]([S:31]([NH2:34])(=[O:33])=[O:32])[CH:28]=[CH:29][CH:30]=1)=O.[BH3-]C#N.[Na+]. Given the product [Cl:22][C:17]1[CH:16]=[C:15]([NH:14][C:5]2[C:4]3[C:9](=[CH:10][CH:11]=[C:2]([NH:1][CH2:23][C:25]4[CH:26]=[C:27]([S:31]([NH2:34])(=[O:33])=[O:32])[CH:28]=[CH:29][CH:30]=4)[CH:3]=3)[N:8]=[CH:7][C:6]=2[C:12]#[N:13])[CH:20]=[CH:19][C:18]=1[F:21], predict the reactants needed to synthesize it.